This data is from Forward reaction prediction with 1.9M reactions from USPTO patents (1976-2016). The task is: Predict the product of the given reaction. Given the reactants [CH3:1][CH:2]([CH2:5][S:6][C:7]1[CH:12]=[CH:11][CH:10]=[CH:9][CH:8]=1)[CH:3]=[O:4].[CH3:13][CH:14](O)[CH:15]=[CH2:16].C1(C)C=CC(S(O)(=O)=O)=CC=1, predict the reaction product. The product is: [CH3:1][C:2]([CH2:5][S:6][C:7]1[CH:12]=[CH:11][CH:10]=[CH:9][CH:8]=1)([CH2:13]/[CH:14]=[CH:15]/[CH3:16])[CH:3]=[O:4].